Dataset: Reaction yield outcomes from USPTO patents with 853,638 reactions. Task: Predict the reaction yield, written as a fraction of the theoretical maximum amount of product (1.0 means a 100% yield; for example, 0.34 means a 34% yield). (1) The reactants are Br[C:2]1[N:7]=[N:6][C:5]([NH2:8])=[N:4][C:3]=1[C:9]1[CH:14]=[CH:13][CH:12]=[CH:11][CH:10]=1.[O:15]1[CH:19]=[CH:18][CH:17]=[C:16]1B(O)O. No catalyst specified. The product is [O:15]1[CH:19]=[CH:18][CH:17]=[C:16]1[C:2]1[N:7]=[N:6][C:5]([NH2:8])=[N:4][C:3]=1[C:9]1[CH:14]=[CH:13][CH:12]=[CH:11][CH:10]=1. The yield is 0.350. (2) The reactants are Br[C:2]1[CH:7]=[CH:6][C:5]([C@@H:8]([N:10]2[CH2:15][CH2:14][C@:13]([CH2:23][C:24]([CH3:28])([CH3:27])[C:25]#[N:26])([C:16]3[CH:21]=[CH:20][C:19]([F:22])=[CH:18][CH:17]=3)[O:12][C:11]2=[O:29])[CH3:9])=[CH:4][CH:3]=1.[B:30]1([B:30]2[O:34][C:33]([CH3:36])([CH3:35])[C:32]([CH3:38])([CH3:37])[O:31]2)[O:34][C:33]([CH3:36])([CH3:35])[C:32]([CH3:38])([CH3:37])[O:31]1.CC([O-])=O.[K+]. The catalyst is CS(C)=O.C1C=CC(P(C2C=CC=CC=2)[C-]2C=CC=C2)=CC=1.C1C=CC(P(C2C=CC=CC=2)[C-]2C=CC=C2)=CC=1.Cl[Pd]Cl.[Fe+2]. The product is [F:22][C:19]1[CH:20]=[CH:21][C:16]([C@:13]2([CH2:23][C:24]([CH3:28])([CH3:27])[C:25]#[N:26])[O:12][C:11](=[O:29])[N:10]([C@H:8]([C:5]3[CH:6]=[CH:7][C:2]([B:30]4[O:34][C:33]([CH3:36])([CH3:35])[C:32]([CH3:38])([CH3:37])[O:31]4)=[CH:3][CH:4]=3)[CH3:9])[CH2:15][CH2:14]2)=[CH:17][CH:18]=1. The yield is 0.237. (3) The reactants are [CH3:1][C:2]1[O:6][C:5]([CH2:7][CH2:8][C@@:9]2([C:33]3[CH:38]=[CH:37][CH:36]=[CH:35][CH:34]=3)[O:14][C:13](=[O:15])[N:12]([C@H:16]([C:18]3[CH:23]=[CH:22][C:21](B4OC(C)(C)C(C)(C)O4)=[CH:20][CH:19]=3)[CH3:17])[CH2:11][CH2:10]2)=[N:4][N:3]=1.I[C:40]1[CH:45]=[CH:44][N:43]([CH3:46])[C:42](=[O:47])[CH:41]=1.C([O-])([O-])=O.[Cs+].[Cs+]. The catalyst is O1CCOCC1. The product is [CH3:1][C:2]1[O:6][C:5]([CH2:7][CH2:8][C@@:9]2([C:33]3[CH:38]=[CH:37][CH:36]=[CH:35][CH:34]=3)[O:14][C:13](=[O:15])[N:12]([C@H:16]([C:18]3[CH:19]=[CH:20][C:21]([C:40]4[CH:45]=[CH:44][N:43]([CH3:46])[C:42](=[O:47])[CH:41]=4)=[CH:22][CH:23]=3)[CH3:17])[CH2:11][CH2:10]2)=[N:4][N:3]=1. The yield is 0.418. (4) The reactants are [F:1][C:2]1[CH:26]=[CH:25][C:5]([O:6][CH2:7][C:8]2[N:9]=[C:10]3[CH:15]=[CH:14][N:13]([C:16]4[CH:21]=[CH:20][C:19]([F:22])=[CH:18][CH:17]=4)[C:12](=[O:23])[N:11]3[CH:24]=2)=[CH:4][CH:3]=1.[H][H]. The catalyst is CCO.[Ni]. The yield is 0.450. The product is [F:1][C:2]1[CH:3]=[CH:4][C:5]([O:6][CH2:7][C:8]2[N:9]=[C:10]3[CH2:15][CH2:14][N:13]([C:16]4[CH:21]=[CH:20][C:19]([F:22])=[CH:18][CH:17]=4)[C:12](=[O:23])[N:11]3[CH:24]=2)=[CH:25][CH:26]=1. (5) The reactants are Br[C:2]1[CH:7]=[CH:6][C:5]([S:8]([N:11]2[CH2:27][CH2:26][C:14]3([O:19][CH2:18][C:17](=[O:20])[N:16]([C:21]4([CH2:24][OH:25])[CH2:23][CH2:22]4)[CH2:15]3)[CH2:13][CH2:12]2)(=[O:10])=[O:9])=[CH:4][CH:3]=1.CC1(C)C(C)(C)OB([C:36]2[CH:45]=[C:44]3[C:39]([CH:40]=[CH:41][CH:42]=[N:43]3)=[CH:38][CH:37]=2)O1.C(=O)([O-])[O-].[K+].[K+].[Al]. The catalyst is O1CCOCC1.C1C=CC(P(C2C=CC=CC=2)[C-]2C=CC=C2)=CC=1.C1C=CC(P(C2C=CC=CC=2)[C-]2C=CC=C2)=CC=1.Cl[Pd]Cl.[Fe+2].C(Cl)Cl. The product is [OH:25][CH2:24][C:21]1([N:16]2[CH2:15][C:14]3([CH2:26][CH2:27][N:11]([S:8]([C:5]4[CH:6]=[CH:7][C:2]([C:36]5[CH:45]=[C:44]6[C:39]([CH:40]=[CH:41][CH:42]=[N:43]6)=[CH:38][CH:37]=5)=[CH:3][CH:4]=4)(=[O:10])=[O:9])[CH2:12][CH2:13]3)[O:19][CH2:18][C:17]2=[O:20])[CH2:23][CH2:22]1. The yield is 0.620.